Dataset: Forward reaction prediction with 1.9M reactions from USPTO patents (1976-2016). Task: Predict the product of the given reaction. (1) Given the reactants [F:1][CH:2]([F:18])[CH2:3][N:4]1[CH2:10][CH2:9][C:8]2[CH:11]=[C:12]([NH2:17])[C:13]([O:15][CH3:16])=[CH:14][C:7]=2[CH2:6][CH2:5]1.Cl[C:20]1[N:25]=[C:24]([NH:26][C:27]2[C:37]([F:38])=[CH:36][CH:35]=[CH:34][C:28]=2[C:29]([NH:31][CH2:32][CH3:33])=[O:30])[C:23]([Cl:39])=[CH:22][N:21]=1, predict the reaction product. The product is: [Cl:39][C:23]1[C:24]([NH:26][C:27]2[C:37]([F:38])=[CH:36][CH:35]=[CH:34][C:28]=2[C:29]([NH:31][CH2:32][CH3:33])=[O:30])=[N:25][C:20]([NH:17][C:12]2[C:13]([O:15][CH3:16])=[CH:14][C:7]3[CH2:6][CH2:5][N:4]([CH2:3][CH:2]([F:1])[F:18])[CH2:10][CH2:9][C:8]=3[CH:11]=2)=[N:21][CH:22]=1. (2) The product is: [C:9]1([C:4](=[CH:3][S:21][C:15]2[CH:20]=[CH:19][CH:18]=[CH:17][CH:16]=2)[C:5]([O:7][CH3:8])=[O:6])[CH:14]=[CH:13][CH:12]=[CH:11][CH:10]=1. Given the reactants CO[CH:3]=[C:4]([C:9]1[CH:14]=[CH:13][CH:12]=[CH:11][CH:10]=1)[C:5]([O:7][CH3:8])=[O:6].[C:15]1([SH:21])[CH:20]=[CH:19][CH:18]=[CH:17][CH:16]=1.O.C1(C)C=CC(S(O)(=O)=O)=CC=1, predict the reaction product. (3) Given the reactants C(OC(=O)[N:7]([C:16]1[C:24]2[C:19](=[CH:20][N:21]=[CH:22][CH:23]=2)[S:18][C:17]=1[NH:25]C(OC(C)(C)C)=O)[C:8]1[CH:13]=[CH:12][C:11]([F:14])=[C:10]([Cl:15])[CH:9]=1)(C)(C)C.Cl.C(O)(C(F)(F)F)=O.O1CCOCC1, predict the reaction product. The product is: [ClH:15].[Cl:15][C:10]1[CH:9]=[C:8]([NH:7][C:16]2[C:24]3[C:19](=[CH:20][N:21]=[CH:22][CH:23]=3)[S:18][C:17]=2[NH2:25])[CH:13]=[CH:12][C:11]=1[F:14]. (4) Given the reactants [H-].[H-].[H-].[H-].[Li+].[Al+3].C([O:9][C:10](=O)[CH2:11][C:12]([S:17][CH2:18][C:19]1[CH:24]=[CH:23][CH:22]=[CH:21][CH:20]=1)([CH3:16])[CH2:13][CH2:14][CH3:15])C.[NH4+].[Cl-], predict the reaction product. The product is: [CH2:18]([S:17][C:12]([CH3:16])([CH2:13][CH2:14][CH3:15])[CH2:11][CH2:10][OH:9])[C:19]1[CH:24]=[CH:23][CH:22]=[CH:21][CH:20]=1. (5) Given the reactants [F:1][C:2]1[CH:3]=[N:4][C:5]2[C:10]([C:11]=1[OH:12])=[N:9][C:8]([O:13][CH3:14])=[CH:7][CH:6]=2.S(C1C=CC([N+]([O-])=O)=CC=1)(O[CH2:19][CH:20]1[O:22][CH2:21]1)(=O)=O, predict the reaction product. The product is: [F:1][C:2]1[C:11]([O:12][CH2:19][C@@H:20]2[CH2:21][O:22]2)=[C:10]2[C:5]([CH:6]=[CH:7][C:8]([O:13][CH3:14])=[N:9]2)=[N:4][CH:3]=1.